From a dataset of Catalyst prediction with 721,799 reactions and 888 catalyst types from USPTO. Predict which catalyst facilitates the given reaction. (1) Reactant: [C:1]([C:3]1[CH:10]=[CH:9][C:6]([CH:7]=O)=[CH:5][CH:4]=1)#[N:2].Cl.[NH2:12][CH2:13][CH2:14][SH:15].C(Cl)(Cl)Cl. Product: [S:15]1[CH2:14][CH2:13][NH:12][CH:7]1[C:6]1[CH:9]=[CH:10][C:3]([C:1]#[N:2])=[CH:4][CH:5]=1. The catalyst class is: 40. (2) Reactant: [OH-].[Na+].[C:3]([C:7]1[N:11]([CH2:12][CH:13]2[CH2:18][CH2:17][O:16][CH2:15][CH2:14]2)[C:10]2[CH:19]=[CH:20][C:21]([S:23]([N:26]3[CH2:31][CH2:30][CH2:29][C@H:28]([C:32]([O:34]CC)=[O:33])[CH2:27]3)(=[O:25])=[O:24])=[CH:22][C:9]=2[N:8]=1)([CH3:6])([CH3:5])[CH3:4].CO. Product: [C:3]([C:7]1[N:11]([CH2:12][CH:13]2[CH2:14][CH2:15][O:16][CH2:17][CH2:18]2)[C:10]2[CH:19]=[CH:20][C:21]([S:23]([N:26]3[CH2:31][CH2:30][CH2:29][C@H:28]([C:32]([OH:34])=[O:33])[CH2:27]3)(=[O:25])=[O:24])=[CH:22][C:9]=2[N:8]=1)([CH3:6])([CH3:4])[CH3:5]. The catalyst class is: 6. (3) The catalyst class is: 8. Reactant: [CH:1]1([NH:4][C:5](=[O:17])[C:6]2[CH:11]=[CH:10][C:9]([CH3:12])=[C:8]([NH:13][C:14]([NH2:16])=[S:15])[CH:7]=2)[CH2:3][CH2:2]1.Br[CH2:19][C:20]([C:22]1[CH:27]=[CH:26][CH:25]=[CH:24][CH:23]=1)=O. Product: [CH:1]1([NH:4][C:5](=[O:17])[C:6]2[CH:11]=[CH:10][C:9]([CH3:12])=[C:8]([NH:13][C:14]3[S:15][CH:19]=[C:20]([C:22]4[CH:27]=[CH:26][CH:25]=[CH:24][CH:23]=4)[N:16]=3)[CH:7]=2)[CH2:3][CH2:2]1. (4) Reactant: F[C:2]1[CH:7]=[CH:6][C:5]([N+:8]([O-:10])=[O:9])=[C:4]([NH2:11])[C:3]=1[N+:12]([O-:14])=[O:13].[F:15][C:16]1[CH:23]=[CH:22][C:19]([CH2:20][NH2:21])=[CH:18][CH:17]=1.C(N(CC)CC)C.II. Product: [N+:8]([C:5]1[CH:6]=[CH:7][C:2]([NH:21][CH2:20][C:19]2[CH:22]=[CH:23][C:16]([F:15])=[CH:17][CH:18]=2)=[C:3]([N+:12]([O-:14])=[O:13])[C:4]=1[NH2:11])([O-:10])=[O:9]. The catalyst class is: 399. (5) Reactant: [C:1]1([C:7]2[CH:8]=[CH:9][C:10]3[S:14][C:13]4[C:15](=O)[CH2:16][CH2:17][CH2:18][C:12]=4[C:11]=3[CH:20]=2)[CH:6]=[CH:5][CH:4]=[CH:3][CH:2]=1.C([O-])(=O)C.[NH4+].[BH3-]C#[N:28].[Na+]. Product: [C:1]1([C:7]2[CH:8]=[CH:9][C:10]3[S:14][C:13]4[CH:15]([NH2:28])[CH2:16][CH2:17][CH2:18][C:12]=4[C:11]=3[CH:20]=2)[CH:6]=[CH:5][CH:4]=[CH:3][CH:2]=1. The catalyst class is: 5. (6) Reactant: CC1(C)[N:6]2[C:7](=[O:12])[C:8]([CH3:11])([CH3:10])[CH2:9][CH:5]2[CH2:4][O:3]1.C1(C)C=CC(S(O)(=O)=O)=CC=1. Product: [OH:3][CH2:4][C@H:5]1[NH:6][C:7](=[O:12])[C:8]([CH3:11])([CH3:10])[CH2:9]1. The catalyst class is: 5. (7) Reactant: C(OC([NH:8][CH2:9][CH2:10][C:11]([O:13][CH2:14][C@@H:15]([O:49][C:50](=[O:61])[CH2:51][CH2:52][NH:53]C(OC(C)(C)C)=O)[CH2:16][O:17][C:18]1[CH:23]=[CH:22][C:21]([C:24]2[C:29]([C:30]#[N:31])=[C:28]([S:32][CH2:33][C:34]3[N:35]=[C:36]([C:39]4[CH:44]=[CH:43][C:42]([Cl:45])=[CH:41][CH:40]=4)[O:37][CH:38]=3)[N:27]=[C:26]([NH2:46])[C:25]=2[C:47]#[N:48])=[CH:20][CH:19]=1)=[O:12])=O)(C)(C)C.[F:62][C:63]([F:68])([F:67])[C:64]([OH:66])=[O:65]. Product: [F:62][C:63]([F:68])([F:67])[C:64]([OH:66])=[O:65].[F:62][C:63]([F:68])([F:67])[C:64]([OH:66])=[O:65].[NH2:8][CH2:9][CH2:10][C:11]([O:13][CH2:14][C@@H:15]([O:49][C:50](=[O:61])[CH2:51][CH2:52][NH2:53])[CH2:16][O:17][C:18]1[CH:23]=[CH:22][C:21]([C:24]2[C:29]([C:30]#[N:31])=[C:28]([S:32][CH2:33][C:34]3[N:35]=[C:36]([C:39]4[CH:40]=[CH:41][C:42]([Cl:45])=[CH:43][CH:44]=4)[O:37][CH:38]=3)[N:27]=[C:26]([NH2:46])[C:25]=2[C:47]#[N:48])=[CH:20][CH:19]=1)=[O:12]. The catalyst class is: 4.